This data is from Full USPTO retrosynthesis dataset with 1.9M reactions from patents (1976-2016). The task is: Predict the reactants needed to synthesize the given product. Given the product [CH:2]1([CH2:5][O:6][C:7]2[CH:8]=[C:9]([CH:12]=[CH:13][CH:14]=2)[CH2:10][NH:11][C:21]2[CH:22]=[N:23][CH:24]=[CH:16][C:17]=2[C:18]([OH:20])=[O:19])[CH2:4][CH2:3]1, predict the reactants needed to synthesize it. The reactants are: Cl.[CH:2]1([CH2:5][O:6][C:7]2[CH:8]=[C:9]([CH:12]=[CH:13][CH:14]=2)[CH2:10][NH2:11])[CH2:4][CH2:3]1.F[C:16]1[CH:24]=[N:23][CH:22]=[CH:21][C:17]=1[C:18]([OH:20])=[O:19].